Dataset: Catalyst prediction with 721,799 reactions and 888 catalyst types from USPTO. Task: Predict which catalyst facilitates the given reaction. Reactant: [F:1][C:2]1[CH:3]=[N:4][CH:5]=[C:6]([C:27]=1[CH3:28])[C:7]([NH:9][C:10]1[CH:15]=[CH:14][C:13](/[C:16](/[C:19]2[CH:20]=[N:21][C:22]([O:25][CH3:26])=[CH:23][CH:24]=2)=[CH:17]\[CH3:18])=[CH:12][N:11]=1)=[O:8].C(O)=O. Product: [F:1][C:2]1[CH:3]=[N:4][CH:5]=[C:6]([C:27]=1[CH3:28])[C:7]([NH:9][C:10]1[CH:15]=[CH:14][C:13]([CH:16]([C:19]2[CH:20]=[N:21][C:22]([O:25][CH3:26])=[CH:23][CH:24]=2)[CH2:17][CH3:18])=[CH:12][N:11]=1)=[O:8]. The catalyst class is: 5.